This data is from NCI-60 drug combinations with 297,098 pairs across 59 cell lines. The task is: Regression. Given two drug SMILES strings and cell line genomic features, predict the synergy score measuring deviation from expected non-interaction effect. (1) Drug 1: C1=NC2=C(N=C(N=C2N1C3C(C(C(O3)CO)O)O)F)N. Drug 2: CC1C(C(CC(O1)OC2CC(OC(C2O)C)OC3=CC4=CC5=C(C(=O)C(C(C5)C(C(=O)C(C(C)O)O)OC)OC6CC(C(C(O6)C)O)OC7CC(C(C(O7)C)O)OC8CC(C(C(O8)C)O)(C)O)C(=C4C(=C3C)O)O)O)O. Cell line: EKVX. Synergy scores: CSS=25.1, Synergy_ZIP=4.55, Synergy_Bliss=5.30, Synergy_Loewe=-30.4, Synergy_HSA=2.05. (2) Drug 1: CC1C(C(CC(O1)OC2CC(OC(C2O)C)OC3=CC4=CC5=C(C(=O)C(C(C5)C(C(=O)C(C(C)O)O)OC)OC6CC(C(C(O6)C)O)OC7CC(C(C(O7)C)O)OC8CC(C(C(O8)C)O)(C)O)C(=C4C(=C3C)O)O)O)O. Drug 2: COC1=C2C(=CC3=C1OC=C3)C=CC(=O)O2. Cell line: ACHN. Synergy scores: CSS=57.6, Synergy_ZIP=-0.0673, Synergy_Bliss=-0.689, Synergy_Loewe=-33.6, Synergy_HSA=0.318. (3) Drug 1: CN1C(=O)N2C=NC(=C2N=N1)C(=O)N. Drug 2: CCC1(C2=C(COC1=O)C(=O)N3CC4=CC5=C(C=CC(=C5CN(C)C)O)N=C4C3=C2)O.Cl. Cell line: UACC-257. Synergy scores: CSS=6.21, Synergy_ZIP=-4.06, Synergy_Bliss=-1.32, Synergy_Loewe=-20.2, Synergy_HSA=-3.15. (4) Drug 1: C1=NC2=C(N1)C(=S)N=C(N2)N. Drug 2: N.N.Cl[Pt+2]Cl. Cell line: SK-MEL-28. Synergy scores: CSS=-2.91, Synergy_ZIP=-1.89, Synergy_Bliss=-0.659, Synergy_Loewe=-10.3, Synergy_HSA=-6.49. (5) Drug 1: CCC1(CC2CC(C3=C(CCN(C2)C1)C4=CC=CC=C4N3)(C5=C(C=C6C(=C5)C78CCN9C7C(C=CC9)(C(C(C8N6C)(C(=O)OC)O)OC(=O)C)CC)OC)C(=O)OC)O.OS(=O)(=O)O. Drug 2: C1C(C(OC1N2C=NC(=NC2=O)N)CO)O. Cell line: RPMI-8226. Synergy scores: CSS=17.5, Synergy_ZIP=-11.4, Synergy_Bliss=-8.67, Synergy_Loewe=-14.7, Synergy_HSA=-9.13. (6) Drug 1: CS(=O)(=O)C1=CC(=C(C=C1)C(=O)NC2=CC(=C(C=C2)Cl)C3=CC=CC=N3)Cl. Drug 2: C1C(C(OC1N2C=NC3=C(N=C(N=C32)Cl)N)CO)O. Cell line: K-562. Synergy scores: CSS=14.1, Synergy_ZIP=-6.63, Synergy_Bliss=-4.01, Synergy_Loewe=-11.2, Synergy_HSA=-3.47.